From a dataset of NCI-60 drug combinations with 297,098 pairs across 59 cell lines. Regression. Given two drug SMILES strings and cell line genomic features, predict the synergy score measuring deviation from expected non-interaction effect. (1) Drug 1: C1C(C(OC1N2C=C(C(=O)NC2=O)F)CO)O. Drug 2: C1C(C(OC1N2C=NC3=C2NC=NCC3O)CO)O. Cell line: CAKI-1. Synergy scores: CSS=10.0, Synergy_ZIP=-2.80, Synergy_Bliss=-0.322, Synergy_Loewe=-17.4, Synergy_HSA=-1.41. (2) Drug 1: CCN(CC)CCNC(=O)C1=C(NC(=C1C)C=C2C3=C(C=CC(=C3)F)NC2=O)C. Drug 2: C1CC(CNC1)C2=CC=C(C=C2)N3C=C4C=CC=C(C4=N3)C(=O)N. Cell line: NCI-H460. Synergy scores: CSS=19.7, Synergy_ZIP=-3.74, Synergy_Bliss=-0.489, Synergy_Loewe=4.63, Synergy_HSA=5.52.